The task is: Predict the product of the given reaction.. This data is from Forward reaction prediction with 1.9M reactions from USPTO patents (1976-2016). (1) Given the reactants [OH:1][CH:2]1[CH2:7][CH2:6][NH:5][CH2:4][CH2:3]1.C(=O)([O-])[O-].[K+].[K+].Br[CH2:15][CH2:16][O:17][C:18]1[CH:23]=[CH:22][CH:21]=[CH:20][CH:19]=1, predict the reaction product. The product is: [O:17]([CH2:16][CH2:15][N:5]1[CH2:6][CH2:7][CH:2]([OH:1])[CH2:3][CH2:4]1)[C:18]1[CH:23]=[CH:22][CH:21]=[CH:20][CH:19]=1. (2) The product is: [C:1]([O:7][CH2:8][CH2:9][CH2:10][C@H:11]1[CH2:15][C:14](=[CH2:16])[C@H:13]([CH2:17][CH2:18][C@@H:19]([OH:33])[CH2:20][C:21]([CH3:32])=[C:22]=[CH2:23])[O:12]1)(=[O:6])[C:2]([CH3:3])([CH3:4])[CH3:5]. Given the reactants [C:1]([O:7][CH2:8][CH2:9][CH2:10][C@H:11]1[CH2:15][C:14](=[CH2:16])[C@H:13]([CH2:17][CH2:18][C@@H:19]([OH:33])[CH2:20][C@@H:21]([CH3:32])[C:22](OS(C(F)(F)F)(=O)=O)=[CH2:23])[O:12]1)(=[O:6])[C:2]([CH3:5])([CH3:4])[CH3:3].CN1C=CN=C1.C=C=C.C#C, predict the reaction product. (3) Given the reactants C(=O)([O-])O.[Na+].[S:6]=[C:7]1[NH:12][C:11]2[CH:13]=[CH:14][NH:15][C:10]=2[C:9](=[O:16])[N:8]1[C:17]1[CH:22]=[CH:21][C:20]([O:23][CH2:24][C:25]([F:28])([F:27])[F:26])=[CH:19][CH:18]=1.I[CH2:30][CH2:31][CH3:32].CN(C)C=O, predict the reaction product. The product is: [CH2:30]([S:6][C:7]1[N:8]([C:17]2[CH:18]=[CH:19][C:20]([O:23][CH2:24][C:25]([F:28])([F:27])[F:26])=[CH:21][CH:22]=2)[C:9](=[O:16])[C:10]2[NH:15][CH:14]=[CH:13][C:11]=2[N:12]=1)[CH2:31][CH3:32]. (4) Given the reactants [CH3:1][C:2]1[CH:11]=[C:10]2[C:5]([CH:6]=[CH:7][CH:8]=[N:9]2)=[CH:4][CH:3]=1, predict the reaction product. The product is: [CH3:1][C:2]1[CH:11]=[C:10]2[C:5]([CH2:6][CH2:7][CH2:8][NH:9]2)=[CH:4][CH:3]=1.